This data is from Catalyst prediction with 721,799 reactions and 888 catalyst types from USPTO. The task is: Predict which catalyst facilitates the given reaction. (1) Reactant: [Cl:1][C:2]1[C:3]2[NH:10][CH:9]=[CH:8][C:4]=2[N:5]=[CH:6][N:7]=1.C(=O)([O-])[O-].[Cs+].[Cs+].Br[CH2:18][CH2:19][F:20]. Product: [Cl:1][C:2]1[C:3]2[N:10]([CH2:18][CH2:19][F:20])[CH:9]=[CH:8][C:4]=2[N:5]=[CH:6][N:7]=1. The catalyst class is: 35. (2) Reactant: [O:1]1[C:6]2[CH:7]=[CH:8][CH:9]=[CH:10][C:5]=2[O:4][CH2:3][CH:2]1[CH2:11][N:12]1[CH2:17][CH2:16][CH2:15][C:14]([CH2:19][O:20]S(C)(=O)=O)([CH3:18])[CH2:13]1.C([O-])([O-])=O.[K+].[K+].[CH2:31](O)[C:32]([F:35])([F:34])[F:33]. Product: [O:1]1[C:6]2[CH:7]=[CH:8][CH:9]=[CH:10][C:5]=2[O:4][CH2:3][CH:2]1[CH2:11][N:12]1[CH2:17][CH2:16][CH2:15][C:14]([CH3:18])([CH2:19][O:20][CH2:31][C:32]([F:35])([F:34])[F:33])[CH2:13]1. The catalyst class is: 6.